This data is from Catalyst prediction with 721,799 reactions and 888 catalyst types from USPTO. The task is: Predict which catalyst facilitates the given reaction. (1) Reactant: [C:1]1([C:7]2[S:11][C:10]([NH2:12])=[N:9][CH:8]=2)[CH:6]=[CH:5][CH:4]=[CH:3][CH:2]=1.[C:13](N1C=CN=C1)([N:15]1[CH:19]=[CH:18][N:17]=[CH:16]1)=[S:14]. Product: [C:1]1([C:7]2[S:11][C:10]([NH:12][C:13]([N:15]3[CH:19]=[CH:18][N:17]=[CH:16]3)=[S:14])=[N:9][CH:8]=2)[CH:2]=[CH:3][CH:4]=[CH:5][CH:6]=1. The catalyst class is: 10. (2) The catalyst class is: 34. Product: [CH2:20]([C@H:18]1[CH2:19][NH:15][CH2:16][C@@H:17]1[CH2:27][N:28]([CH2:36][C:37]1[CH:42]=[CH:41][CH:40]=[CH:39][C:38]=1[NH:43][C:44](=[O:46])[CH3:45])[C:29]1[CH:34]=[CH:33][C:32]([Cl:35])=[CH:31][CH:30]=1)[C:21]1[CH:26]=[CH:25][CH:24]=[CH:23][CH:22]=1. Reactant: C(O)(C(F)(F)F)=O.C(OC([N:15]1[CH2:19][C@H:18]([CH2:20][C:21]2[CH:26]=[CH:25][CH:24]=[CH:23][CH:22]=2)[C@@H:17]([CH2:27][N:28]([CH2:36][C:37]2[CH:42]=[CH:41][CH:40]=[CH:39][C:38]=2[NH:43][C:44](=[O:46])[CH3:45])[C:29]2[CH:34]=[CH:33][C:32]([Cl:35])=[CH:31][CH:30]=2)[CH2:16]1)=O)(C)(C)C.CC#N.O.CC#N. (3) Reactant: Cl.[N:2]1[CH:7]=[CH:6][CH:5]=[CH:4][C:3]=1[N:8]1[C:12]([NH2:13])=[CH:11][CH:10]=[N:9]1.[N:14](OCCC(C)C)=[O:15]. Product: [N:14]([C:11]1[CH:10]=[N:9][N:8]([C:3]2[CH:4]=[CH:5][CH:6]=[CH:7][N:2]=2)[C:12]=1[NH2:13])=[O:15]. The catalyst class is: 8.